From a dataset of Full USPTO retrosynthesis dataset with 1.9M reactions from patents (1976-2016). Predict the reactants needed to synthesize the given product. (1) Given the product [Br:41][CH2:12][CH2:11][CH:10]([C:8]1[S:9][C:5]2[CH:4]=[C:3]([O:2][CH3:1])[CH:20]=[CH:19][C:6]=2[C:7]=1[CH3:18])[CH2:14][CH2:15][CH2:16][CH3:17], predict the reactants needed to synthesize it. The reactants are: [CH3:1][O:2][C:3]1[CH:20]=[CH:19][C:6]2[C:7]([CH3:18])=[C:8]([CH:10]([CH2:14][CH2:15][CH2:16][CH3:17])[CH2:11][CH2:12]O)[S:9][C:5]=2[CH:4]=1.C1(P(C2C=CC=CC=2)C2C=CC=CC=2)C=CC=CC=1.C(Br)(Br)(Br)[Br:41]. (2) The reactants are: [Cl:1][C:2]1[CH:26]=[CH:25][C:5]2[N:6]=[C:7]([N:9]3[C:13](=[O:14])[C:12](=[CH:15][N:16](C)C)[C:11]([C:19]4[CH:24]=[CH:23][CH:22]=[CH:21][CH:20]=4)=[N:10]3)[S:8][C:4]=2[CH:3]=1. Given the product [NH2:16][CH:15]=[C:12]1[C:11]([C:19]2[CH:24]=[CH:23][CH:22]=[CH:21][CH:20]=2)=[N:10][N:9]([C:7]2[S:8][C:4]3[CH:3]=[C:2]([Cl:1])[CH:26]=[CH:25][C:5]=3[N:6]=2)[C:13]1=[O:14], predict the reactants needed to synthesize it. (3) Given the product [CH3:1][O:2][C:3]([C:4]1[CH:9]=[CH:8][C:7]([N+:10]([O-:12])=[O:11])=[C:6]2[O:13][CH:15]([OH:18])[CH2:14][C:5]=12)=[O:17], predict the reactants needed to synthesize it. The reactants are: [CH3:1][O:2][C:3](=[O:17])[C:4]1[CH:9]=[CH:8][C:7]([N+:10]([O-:12])=[O:11])=[C:6]([OH:13])[C:5]=1[CH2:14][CH:15]=C.[O:18]=[O+][O-].CSC.